This data is from Forward reaction prediction with 1.9M reactions from USPTO patents (1976-2016). The task is: Predict the product of the given reaction. (1) Given the reactants [F:1][C:2]1[CH:3]=[N:4][C:5]([N:8]2[CH2:16][C@@H:15]3[C@@:10]([C:18]4[S:19][C:20]([F:23])=[CH:21][CH:22]=4)([N:11]=[C:12]([NH2:17])[S:13][CH2:14]3)[CH2:9]2)=[N:6][CH:7]=1.[ClH:24], predict the reaction product. The product is: [ClH:24].[F:1][C:2]1[CH:7]=[N:6][C:5]([N:8]2[CH2:16][C@@H:15]3[C@@:10]([C:18]4[S:19][C:20]([F:23])=[CH:21][CH:22]=4)([N:11]=[C:12]([NH2:17])[S:13][CH2:14]3)[CH2:9]2)=[N:4][CH:3]=1. (2) The product is: [CH:11]1([N:10]([CH:17]2[CH2:18][CH2:19][CH2:20][CH2:21][CH2:22]2)[CH2:9][CH2:8][CH:5]2[CH2:6][CH2:7][CH:2]([NH:1][C:24]([NH:36][C@H:37]([CH3:52])[C:38]([OH:39])([C:46]3[CH:51]=[CH:50][CH:49]=[CH:48][CH:47]=3)[C:40]3[CH:45]=[CH:44][CH:43]=[CH:42][CH:41]=3)=[O:25])[CH2:3][CH2:4]2)[CH2:16][CH2:15][CH2:14][CH2:13][CH2:12]1. Given the reactants [NH2:1][CH:2]1[CH2:7][CH2:6][CH:5]([CH2:8][CH2:9][N:10]([CH:17]2[CH2:22][CH2:21][CH2:20][CH2:19][CH2:18]2)[CH:11]2[CH2:16][CH2:15][CH2:14][CH2:13][CH2:12]2)[CH2:4][CH2:3]1.Cl[C:24](OC1C=CC([N+]([O-])=O)=CC=1)=[O:25].[NH2:36][C@@H:37]([CH3:52])[C:38]([C:46]1[CH:51]=[CH:50][CH:49]=[CH:48][CH:47]=1)([C:40]1[CH:45]=[CH:44][CH:43]=[CH:42][CH:41]=1)[OH:39].C(N(C(C)C)CC)(C)C, predict the reaction product. (3) Given the reactants [CH:1]1([C:4](=[O:18])[CH:5]([NH:12][C:13](=O)[CH2:14][O:15][CH3:16])[CH2:6][C:7]([O:9][CH2:10][CH3:11])=[O:8])[CH2:3][CH2:2]1.O=P(Cl)(Cl)Cl.C([O-])([O-])=O.[K+].[K+], predict the reaction product. The product is: [CH:1]1([C:4]2[O:18][C:13]([CH2:14][O:15][CH3:16])=[N:12][C:5]=2[CH2:6][C:7]([O:9][CH2:10][CH3:11])=[O:8])[CH2:2][CH2:3]1. (4) Given the reactants O.NN.[N+:4]([C:7]1[CH:8]=[C:9]([CH:42]=[CH:43][C:44]=1[N+:45]([O-])=O)[O:10][C:11]1[C:12]([CH:34]2[CH2:38][CH2:37][CH2:36][N:35]2[C:39](=[O:41])[CH3:40])=[CH:13][C:14]2[N:18]([CH2:19][O:20][CH2:21][CH2:22][Si:23]([CH3:26])([CH3:25])[CH3:24])[C:17]([C:27]3[CH:32]=[CH:31][CH:30]=[CH:29][N:28]=3)=[N:16][C:15]=2[CH:33]=1)([O-])=O, predict the reaction product. The product is: [NH2:4][C:7]1[CH:8]=[C:9]([CH:42]=[CH:43][C:44]=1[NH2:45])[O:10][C:11]1[C:12]([CH:34]2[CH2:38][CH2:37][CH2:36][N:35]2[C:39](=[O:41])[CH3:40])=[CH:13][C:14]2[N:18]([CH2:19][O:20][CH2:21][CH2:22][Si:23]([CH3:24])([CH3:26])[CH3:25])[C:17]([C:27]3[CH:32]=[CH:31][CH:30]=[CH:29][N:28]=3)=[N:16][C:15]=2[CH:33]=1.